Task: Predict which catalyst facilitates the given reaction.. Dataset: Catalyst prediction with 721,799 reactions and 888 catalyst types from USPTO Reactant: Cl.[N:2]1([C:8]2[CH:13]=[CH:12][C:11]([NH:14][C:15]([C:17]3[N:18]=[C:19]([C:26]4[CH:31]=[CH:30][CH:29]=[CH:28][CH:27]=4)[O:20][C:21]=3[C:22]([F:25])([F:24])[F:23])=[O:16])=[CH:10][CH:9]=2)[CH2:7][CH2:6][NH:5][CH2:4][CH2:3]1.[CH2:32]([O:34][C:35]([C@@H:37]1[CH2:41][CH2:40][CH2:39][C@H:38]1[C:42](O)=[O:43])=[O:36])[CH3:33].C(N(CC)CC)C.F[P-](F)(F)(F)(F)F.N1(O[P+](N(C)C)(N(C)C)N(C)C)C2C=CC=CC=2N=N1. Product: [CH2:32]([O:34][C:35]([CH:37]1[CH2:41][CH2:40][CH2:39][CH:38]1[C:42]([N:5]1[CH2:6][CH2:7][N:2]([C:8]2[CH:13]=[CH:12][C:11]([NH:14][C:15]([C:17]3[N:18]=[C:19]([C:26]4[CH:31]=[CH:30][CH:29]=[CH:28][CH:27]=4)[O:20][C:21]=3[C:22]([F:23])([F:25])[F:24])=[O:16])=[CH:10][CH:9]=2)[CH2:3][CH2:4]1)=[O:43])=[O:36])[CH3:33]. The catalyst class is: 435.